The task is: Predict the product of the given reaction.. This data is from Forward reaction prediction with 1.9M reactions from USPTO patents (1976-2016). (1) Given the reactants [Cl:1][C:2]1[CH:3]=[C:4]([C:9]2[CH:10]=[C:11]([C:30]([NH2:32])=[O:31])[C:12]3[NH:13][C:14]4[C:19]([C:20]=3[CH:21]=2)=[CH:18][CH:17]=[C:16]([N:22]2[CH2:27][CH2:26][S:25](=[O:29])(=[O:28])[CH2:24][CH2:23]2)[CH:15]=4)[CH:5]=[CH:6][C:7]=1[OH:8].C([O-])([O-])=O.[K+].[K+].[Br:39][CH2:40][CH2:41]Br.O.C(O)(=O)CC(CC(O)=O)(C(O)=O)O, predict the reaction product. The product is: [Br:39][CH2:40][CH2:41][O:8][C:7]1[CH:6]=[CH:5][C:4]([C:9]2[CH:10]=[C:11]([C:30]([NH2:32])=[O:31])[C:12]3[NH:13][C:14]4[C:19]([C:20]=3[CH:21]=2)=[CH:18][CH:17]=[C:16]([N:22]2[CH2:27][CH2:26][S:25](=[O:29])(=[O:28])[CH2:24][CH2:23]2)[CH:15]=4)=[CH:3][C:2]=1[Cl:1]. (2) Given the reactants [O:1]1[CH:5]=[CH:4][CH:3]=[C:2]1[C:6](=O)[CH:7]=O.Cl.[NH2:11][CH2:12][C:13]([NH2:15])=[O:14].[OH-].[Na+], predict the reaction product. The product is: [O:1]1[CH:5]=[CH:4][CH:3]=[C:2]1[C:6]1[N:11]=[CH:12][C:13]([OH:14])=[N:15][CH:7]=1. (3) Given the reactants [H-].[Na+].[F:3][C:4]1[CH:27]=[CH:26][CH:25]=[C:24]([F:28])[C:5]=1[CH2:6][O:7][C:8]1[C:9]2[N:10]([C:15]([C:19]3[CH:23]=[N:22][NH:21][N:20]=3)=[C:16]([CH3:18])[N:17]=2)[CH:11]=[C:12]([CH3:14])[CH:13]=1.FC(F)(F)S(O[CH2:35][C:36]([CH3:41])([N+:38]([O-:40])=[O:39])[CH3:37])(=O)=O.O.[C:45]([OH:51])([C:47]([F:50])([F:49])[F:48])=[O:46], predict the reaction product. The product is: [F:48][C:47]([F:50])([F:49])[C:45]([OH:51])=[O:46].[F:3][C:4]1[CH:27]=[CH:26][CH:25]=[C:24]([F:28])[C:5]=1[CH2:6][O:7][C:8]1[C:9]2[N:10]([C:15]([C:19]3[CH:23]=[N:22][N:21]([CH2:35][C:36]([CH3:41])([N+:38]([O-:40])=[O:39])[CH3:37])[N:20]=3)=[C:16]([CH3:18])[N:17]=2)[CH:11]=[C:12]([CH3:14])[CH:13]=1. (4) The product is: [F:1][C:2]1[C:3]2[CH:4]=[CH:5][C:6](=[O:17])[N:7]3[C:8]=2[C:9]([C:14](=[O:16])[CH2:13][CH2:12]3)=[CH:10][CH:11]=1. Given the reactants [F:1][C:2]1[CH:11]=[CH:10][CH:9]=[C:8]2[C:3]=1[CH:4]=[CH:5][C:6](=[O:17])[N:7]2[CH2:12][CH2:13][C:14]([OH:16])=O.C(Cl)(=O)C(Cl)=O.[Cl-].[Cl-].[Cl-].[Al+3].C(=O)(O)[O-].[Na+], predict the reaction product. (5) Given the reactants [S:1]([O-:6])(O[O-])(=O)=[O:2].[K+].[K+].[C:9]([NH:12][C:13]1[S:14][C:15]([C:34]([NH:36][CH2:37][C:38]2[CH:43]=[CH:42][C:41](SC)=[CH:40][CH:39]=2)=[O:35])=[C:16]([CH2:18][CH2:19][C:20]2[CH:25]=[CH:24][C:23]([NH:26][C:27](=[O:33])[O:28][C:29]([CH3:32])([CH3:31])[CH3:30])=[CH:22][CH:21]=2)[N:17]=1)(=[O:11])[CH3:10].[CH2:46]1COCC1, predict the reaction product. The product is: [C:9]([NH:12][C:13]1[S:14][C:15]([C:34]([NH:36][CH2:37][C:38]2[CH:39]=[CH:40][C:41]([S:1]([CH3:46])(=[O:6])=[O:2])=[CH:42][CH:43]=2)=[O:35])=[C:16]([CH2:18][CH2:19][C:20]2[CH:21]=[CH:22][C:23]([NH:26][C:27](=[O:33])[O:28][C:29]([CH3:32])([CH3:31])[CH3:30])=[CH:24][CH:25]=2)[N:17]=1)(=[O:11])[CH3:10]. (6) Given the reactants Cl.Cl.C[O:4][C:5](=[O:55])[C@@H:6]([NH:22][C:23]([C@@H:25]1[CH2:34][C:33]2[CH:32]=[C:31]3[O:35][CH2:36][C@H:37]([C:39]4[CH:44]=[CH:43][C:42]([O:45][CH2:46][C:47]5[CH:52]=[CH:51][C:50]([Cl:53])=[C:49]([Cl:54])[CH:48]=5)=[CH:41][CH:40]=4)[O:38][C:30]3=[CH:29][C:28]=2[CH2:27][NH:26]1)=[O:24])[CH2:7][C:8]1[CH:13]=[CH:12][C:11]([C:14]2[CH:19]=[CH:18][N:17]=[C:16]([CH3:20])[C:15]=2[CH3:21])=[CH:10][CH:9]=1.[N:56]1([C:62](Cl)=[O:63])[CH2:61][CH2:60][O:59][CH2:58][CH2:57]1, predict the reaction product. The product is: [Cl:54][C:49]1[CH:48]=[C:47]([CH:52]=[CH:51][C:50]=1[Cl:53])[CH2:46][O:45][C:42]1[CH:41]=[CH:40][C:39]([C@H:37]2[CH2:36][O:35][C:31]3=[CH:32][C:33]4[CH2:34][C@@H:25]([C:23]([NH:22][C@@H:6]([CH2:7][C:8]5[CH:13]=[CH:12][C:11]([C:14]6[CH:19]=[CH:18][N:17]=[C:16]([CH3:20])[C:15]=6[CH3:21])=[CH:10][CH:9]=5)[C:5]([OH:55])=[O:4])=[O:24])[N:26]([C:62]([N:56]5[CH2:61][CH2:60][O:59][CH2:58][CH2:57]5)=[O:63])[CH2:27][C:28]=4[CH:29]=[C:30]3[O:38]2)=[CH:44][CH:43]=1. (7) Given the reactants [CH:1]1([C:4]2[CH:9]=[CH:8][N:7]=[CH:6][C:5]=2[N:10]2[CH2:14][CH2:13][NH:12][C:11]2=[O:15])[CH2:3][CH2:2]1.Br[C:17]1[CH:18]=[C:19]([F:26])[C:20]2[CH:24]=[CH:23][S:22][C:21]=2[CH:25]=1.CN[C@@H]1CCCC[C@H]1NC.P([O-])([O-])([O-])=O.[K+].[K+].[K+], predict the reaction product. The product is: [CH:1]1([C:4]2[CH:9]=[CH:8][N:7]=[CH:6][C:5]=2[N:10]2[CH2:14][CH2:13][N:12]([C:17]3[CH:18]=[C:19]([F:26])[C:20]4[CH:24]=[CH:23][S:22][C:21]=4[CH:25]=3)[C:11]2=[O:15])[CH2:3][CH2:2]1.